This data is from Full USPTO retrosynthesis dataset with 1.9M reactions from patents (1976-2016). The task is: Predict the reactants needed to synthesize the given product. (1) Given the product [O:7]=[C:4]1[O:5][N:3]=[C:33]([C:28]2[CH:29]=[CH:30][CH:31]=[CH:32][C:27]=2[C:24]2[CH:23]=[CH:22][C:21]([CH2:20][C:19]3[C:14](=[O:13])[N:15]([CH:41]4[CH2:42][CH2:43][O:44][CH2:45][CH2:46]4)[C:16]4[N:17]([N:38]=[N:39][CH:40]=4)[C:18]=3[CH2:35][CH2:36][CH3:37])=[CH:26][CH:25]=2)[NH:34]1, predict the reactants needed to synthesize it. The reactants are: [Cl-].O[NH3+:3].[C:4](=[O:7])([O-])[OH:5].[Na+].CS(C)=O.[O:13]=[C:14]1[C:19]([CH2:20][C:21]2[CH:26]=[CH:25][C:24]([C:27]3[C:28]([C:33]#[N:34])=[CH:29][CH:30]=[CH:31][CH:32]=3)=[CH:23][CH:22]=2)=[C:18]([CH2:35][CH2:36][CH3:37])[N:17]2[N:38]=[N:39][CH:40]=[C:16]2[N:15]1[CH:41]1[CH2:46][CH2:45][O:44][CH2:43][CH2:42]1. (2) Given the product [CH:31]1([CH2:30][O:29][C:28]2[C:27]([C:10]3[C:9]4[CH2:8][CH2:7][CH2:6][CH2:5][C:4]=4[C:3](=[O:21])[N:2]([CH3:1])[CH:11]=3)=[N:26][C:25]([S:34]([CH3:37])(=[O:35])=[O:36])=[N:24][CH:23]=2)[CH2:32][CH2:33]1, predict the reactants needed to synthesize it. The reactants are: [CH3:1][N:2]1[CH:11]=[C:10](B2OC(C)(C)C(C)(C)O2)[C:9]2[CH2:8][CH2:7][CH2:6][CH2:5][C:4]=2[C:3]1=[O:21].Cl[C:23]1[C:28]([O:29][CH2:30][CH:31]2[CH2:33][CH2:32]2)=[CH:27][N:26]=[C:25]([S:34]([CH3:37])(=[O:36])=[O:35])[N:24]=1.[O-]P([O-])([O-])=O.[K+].[K+].[K+].O1CCOCC1.O. (3) Given the product [NH2:26][C:18]1[CH:17]=[C:16]([CH:7]([CH2:6][CH:1]2[CH2:2][CH2:3][CH2:4][CH2:5]2)[C:8]([NH:10][C:11]2[S:12][CH:13]=[CH:14][N:15]=2)=[O:9])[CH:21]=[CH:20][C:19]=1[S:22]([CH3:25])(=[O:23])=[O:24], predict the reactants needed to synthesize it. The reactants are: [CH:1]1([CH2:6][CH:7]([C:16]2[CH:21]=[CH:20][C:19]([S:22]([CH3:25])(=[O:24])=[O:23])=[C:18]([N+:26]([O-])=O)[CH:17]=2)[C:8]([NH:10][C:11]2[S:12][CH:13]=[CH:14][N:15]=2)=[O:9])[CH2:5][CH2:4][CH2:3][CH2:2]1.[Cl-].[NH4+]. (4) Given the product [Cl:23][C:24]1[CH:29]=[CH:28][C:27]([S:34]([CH:9]([C:15]2[CH:20]=[C:19]([F:21])[CH:18]=[CH:17][C:16]=2[F:22])[C:10]([CH3:14])([CH3:13])[CH2:11][OH:12])(=[O:38])=[O:36])=[CH:26][CH:25]=1, predict the reactants needed to synthesize it. The reactants are: ClC1C=CC(S[CH:9]([C:15]2[CH:20]=[C:19]([F:21])[CH:18]=[CH:17][C:16]=2[F:22])[C:10]([CH3:14])([CH3:13])[CH2:11][OH:12])=CC=1.[Cl:23][C:24]1[CH:29]=[CH:28][CH:27]=[C:26](C(OO)=O)[CH:25]=1.[S:34]([O-:38])([O-])(=[O:36])=S.[Na+].[Na+]. (5) Given the product [C:16]([NH:24][C:25]([NH:15][C:4]1[CH:5]=[C:6]([N:9]([CH2:11][CH2:12][O:13][CH3:14])[CH3:10])[CH:7]=[CH:8][C:3]=1[O:2][CH3:1])=[S:26])(=[O:23])[C:17]1[CH:22]=[CH:21][CH:20]=[CH:19][CH:18]=1, predict the reactants needed to synthesize it. The reactants are: [CH3:1][O:2][C:3]1[CH:8]=[CH:7][C:6]([N:9]([CH2:11][CH2:12][O:13][CH3:14])[CH3:10])=[CH:5][C:4]=1[NH2:15].[C:16]([N:24]=[C:25]=[S:26])(=[O:23])[C:17]1[CH:22]=[CH:21][CH:20]=[CH:19][CH:18]=1. (6) The reactants are: [S:1]1[CH:5]=[CH:4][C:3]([C:6]2[N:11]=[C:10]([S:12]([O:15]C3C=CC=CC=3)(=[O:14])=[O:13])[CH:9]=[CH:8][CH:7]=2)=[CH:2]1.[OH-].[Na+:23]. Given the product [Na+:23].[S:1]1[CH:5]=[CH:4][C:3]([C:6]2[N:11]=[C:10]([S:12]([O-:15])(=[O:14])=[O:13])[CH:9]=[CH:8][CH:7]=2)=[CH:2]1, predict the reactants needed to synthesize it. (7) Given the product [Cl:1][C:2]1[CH:7]=[CH:6][C:5]([S:8]([N:25]([CH2:24][C:23]2[CH:34]=[CH:35][C:36]([O:37][CH2:38][CH2:39][C:40]3[S:44][CH:43]=[N:42][C:41]=3[CH3:45])=[C:21]([O:20][CH3:19])[CH:22]=2)[CH:26]2[CH2:32][CH2:31][CH2:30][CH2:29][NH:28][C:27]2=[O:33])(=[O:10])=[O:9])=[CH:4][CH:3]=1, predict the reactants needed to synthesize it. The reactants are: [Cl:1][C:2]1[CH:7]=[CH:6][C:5]([S:8](Cl)(=[O:10])=[O:9])=[CH:4][CH:3]=1.C(N(CC)CC)C.[CH3:19][O:20][C:21]1[CH:22]=[C:23]([CH:34]=[CH:35][C:36]=1[O:37][CH2:38][CH2:39][C:40]1[S:44][CH:43]=[N:42][C:41]=1[CH3:45])[CH2:24][NH:25][CH:26]1[CH2:32][CH2:31][CH2:30][CH2:29][NH:28][C:27]1=[O:33]. (8) Given the product [Br:8][C:9]1[N:13]2[N:14]=[C:15]([O:4][CH2:3][C@@H:2]([NH2:1])[CH3:5])[CH:16]=[CH:17][C:12]2=[N:11][CH:10]=1, predict the reactants needed to synthesize it. The reactants are: [NH2:1][C@@H:2]([CH3:5])[CH2:3][OH:4].[H-].[Na+].[Br:8][C:9]1[N:13]2[N:14]=[C:15](Cl)[CH:16]=[CH:17][C:12]2=[N:11][CH:10]=1.O. (9) Given the product [C:1]([C:3]1[CH:4]=[C:5]([C:9]#[C:10][C:11]2[CH:12]=[CH:13][C:14]([F:20])=[C:15]([CH:19]=2)[C:16]([NH2:23])=[O:17])[CH:6]=[N:7][CH:8]=1)#[N:2], predict the reactants needed to synthesize it. The reactants are: [C:1]([C:3]1[CH:4]=[C:5]([C:9]#[C:10][C:11]2[CH:12]=[CH:13][C:14]([F:20])=[C:15]([CH:19]=2)[C:16](O)=[O:17])[CH:6]=[N:7][CH:8]=1)#[N:2].O.O[N:23]1C2C=CC=CC=2N=N1.N.